This data is from Catalyst prediction with 721,799 reactions and 888 catalyst types from USPTO. The task is: Predict which catalyst facilitates the given reaction. (1) Reactant: [C:1]([O:6][C@@H:7]1[C@@H:15]([CH2:16][C:17]([O:19][C:20]([CH3:23])([CH3:22])[CH3:21])=[O:18])[C:14](=[O:24])[O:13][CH2:12][C@H:11]([NH:25]C(OC(C)(C)C)=O)[C:10](=[O:33])[O:9][C@H:8]1[CH3:34])(=[O:5])[CH:2]([CH3:4])[CH3:3].Cl.[OH:36][C:37]1[C:38]([C:45]([OH:47])=O)=[N:39][CH:40]=[CH:41][C:42]=1[O:43][CH3:44].CN(C(ON1N=NC2C=CC=NC1=2)=[N+](C)C)C.F[P-](F)(F)(F)(F)F.CN1CCOCC1. Product: [C:1]([O:6][C@@H:7]1[C@@H:15]([CH2:16][C:17]([O:19][C:20]([CH3:22])([CH3:21])[CH3:23])=[O:18])[C:14](=[O:24])[O:13][CH2:12][C@H:11]([NH:25][C:45](=[O:47])[C:38]2[C:37]([OH:36])=[C:42]([O:43][CH3:44])[CH:41]=[CH:40][N:39]=2)[C:10](=[O:33])[O:9][C@H:8]1[CH3:34])(=[O:5])[CH:2]([CH3:4])[CH3:3]. The catalyst class is: 25. (2) Reactant: [C:1]1([CH3:21])[CH:6]=[CH:5][CH:4]=[CH:3][C:2]=1[NH:7][C:8]1[O:9][C:10]2[CH:16]=[C:15]([CH2:17][C:18]([OH:20])=O)[CH:14]=[CH:13][C:11]=2[N:12]=1.C(N(C(C)C)CC)(C)C.F[P-](F)(F)(F)(F)F.C[N+](C)=C(N(C)C)O.[NH2:46][C:47]1[CH:48]=[C:49]2[C:53](=[CH:54][CH:55]=1)[CH2:52][CH:51]([CH2:56][C:57]([O:59]CC)=[O:58])[CH2:50]2.[OH-].[Na+]. Product: [CH4:1].[C:1]1([CH3:21])[CH:6]=[CH:5][CH:4]=[CH:3][C:2]=1[NH:7][C:8]1[O:9][C:10]2[CH:16]=[C:15]([CH2:17][C:18]([NH:46][C:47]3[CH:48]=[C:49]4[C:53](=[CH:54][CH:55]=3)[CH2:52][CH:51]([CH2:56][C:57]([OH:59])=[O:58])[CH2:50]4)=[O:20])[CH:14]=[CH:13][C:11]=2[N:12]=1. The catalyst class is: 9. (3) Reactant: [O:1]1[CH:5]=[CH:4][CH:3]=[C:2]1[CH:6]([N:8]1[CH2:13][CH2:12][O:11][CH2:10][CH2:9]1)[CH3:7].S([O-])([O-])(=O)=S.[Na+].[Na+].[Br:21]Br. Product: [Br:21][C:5]1[O:1][C:2]([CH:6]([N:8]2[CH2:13][CH2:12][O:11][CH2:10][CH2:9]2)[CH3:7])=[CH:3][CH:4]=1. The catalyst class is: 2. (4) Reactant: [C:1]([C:3]1([NH:6][C:7]([C@@H:9]2[CH2:13][C@@H:12]([S:14]([C:17]3[CH:22]=[CH:21][C:20]([O:23][CH3:24])=[CH:19][C:18]=3[Cl:25])(=[O:16])=[O:15])[CH2:11][N:10]2[C:26]([C:28]2([C:32]3[CH:37]=[CH:36][C:35]([Cl:38])=[CH:34][N:33]=3)[CH2:31][NH:30][CH2:29]2)=[O:27])=[O:8])[CH2:5][CH2:4]1)#[N:2].[CH3:39]I. Product: [C:1]([C:3]1([NH:6][C:7]([C@@H:9]2[CH2:13][C@@H:12]([S:14]([C:17]3[CH:22]=[CH:21][C:20]([O:23][CH3:24])=[CH:19][C:18]=3[Cl:25])(=[O:15])=[O:16])[CH2:11][N:10]2[C:26]([C:28]2([C:32]3[CH:37]=[CH:36][C:35]([Cl:38])=[CH:34][N:33]=3)[CH2:31][N:30]([CH3:39])[CH2:29]2)=[O:27])=[O:8])[CH2:4][CH2:5]1)#[N:2]. The catalyst class is: 5. (5) Reactant: [CH2:1]1[C:9]2[C:4](=[CH:5][CH:6]=[CH:7][CH:8]=2)[CH2:3][CH:2]1[CH2:10][S:11]([CH2:14][C@@H:15]([N:33]([OH:36])[CH:34]=[O:35])[C:16]1[CH:21]=[CH:20][CH:19]=[C:18]([NH:22]C(OCC2C=CC=CC=2)=O)[CH:17]=1)(=[O:13])=[O:12]. Product: [CH2:1]1[C:9]2[C:4](=[CH:5][CH:6]=[CH:7][CH:8]=2)[CH2:3][CH:2]1[CH2:10][S:11]([CH2:14][C@@H:15]([N:33]([OH:36])[CH:34]=[O:35])[C:16]1[CH:21]=[CH:20][CH:19]=[C:18]([NH2:22])[CH:17]=1)(=[O:13])=[O:12]. The catalyst class is: 19.